Dataset: Peptide-MHC class I binding affinity with 185,985 pairs from IEDB/IMGT. Task: Regression. Given a peptide amino acid sequence and an MHC pseudo amino acid sequence, predict their binding affinity value. This is MHC class I binding data. The peptide sequence is AFGTKEEL. The MHC is H-2-Kd with pseudo-sequence H-2-Kd. The binding affinity (normalized) is 0.182.